This data is from NCI-60 drug combinations with 297,098 pairs across 59 cell lines. The task is: Regression. Given two drug SMILES strings and cell line genomic features, predict the synergy score measuring deviation from expected non-interaction effect. (1) Drug 1: C1=CC(=CC=C1CCCC(=O)O)N(CCCl)CCCl. Drug 2: C1=NC2=C(N=C(N=C2N1C3C(C(C(O3)CO)O)O)F)N. Cell line: RXF 393. Synergy scores: CSS=16.5, Synergy_ZIP=0.940, Synergy_Bliss=4.01, Synergy_Loewe=0.868, Synergy_HSA=3.34. (2) Drug 1: C1CC(C1)(C(=O)O)C(=O)O.[NH2-].[NH2-].[Pt+2]. Drug 2: CC1CCC2CC(C(=CC=CC=CC(CC(C(=O)C(C(C(=CC(C(=O)CC(OC(=O)C3CCCCN3C(=O)C(=O)C1(O2)O)C(C)CC4CCC(C(C4)OC)OCCO)C)C)O)OC)C)C)C)OC. Cell line: NCI-H226. Synergy scores: CSS=-1.94, Synergy_ZIP=0.0979, Synergy_Bliss=-0.781, Synergy_Loewe=-3.51, Synergy_HSA=-2.38. (3) Drug 1: C1=CC(=CC=C1CCCC(=O)O)N(CCCl)CCCl. Drug 2: C1CNP(=O)(OC1)N(CCCl)CCCl. Cell line: OVCAR-8. Synergy scores: CSS=15.9, Synergy_ZIP=-5.68, Synergy_Bliss=-3.48, Synergy_Loewe=-17.3, Synergy_HSA=-4.17. (4) Drug 1: CCCCC(=O)OCC(=O)C1(CC(C2=C(C1)C(=C3C(=C2O)C(=O)C4=C(C3=O)C=CC=C4OC)O)OC5CC(C(C(O5)C)O)NC(=O)C(F)(F)F)O. Drug 2: C1CNP(=O)(OC1)N(CCCl)CCCl. Cell line: SW-620. Synergy scores: CSS=30.4, Synergy_ZIP=-0.554, Synergy_Bliss=-5.58, Synergy_Loewe=-31.9, Synergy_HSA=-5.92. (5) Drug 1: CC1OCC2C(O1)C(C(C(O2)OC3C4COC(=O)C4C(C5=CC6=C(C=C35)OCO6)C7=CC(=C(C(=C7)OC)O)OC)O)O. Drug 2: CN(CC1=CN=C2C(=N1)C(=NC(=N2)N)N)C3=CC=C(C=C3)C(=O)NC(CCC(=O)O)C(=O)O. Cell line: DU-145. Synergy scores: CSS=46.9, Synergy_ZIP=-4.69, Synergy_Bliss=-6.52, Synergy_Loewe=-8.62, Synergy_HSA=-1.50. (6) Drug 1: C1CCN(CC1)CCOC2=CC=C(C=C2)C(=O)C3=C(SC4=C3C=CC(=C4)O)C5=CC=C(C=C5)O. Drug 2: C1CC(C1)(C(=O)O)C(=O)O.[NH2-].[NH2-].[Pt+2]. Cell line: UACC-257. Synergy scores: CSS=10.4, Synergy_ZIP=1.53, Synergy_Bliss=4.64, Synergy_Loewe=1.20, Synergy_HSA=0.763. (7) Synergy scores: CSS=28.6, Synergy_ZIP=-0.0704, Synergy_Bliss=-0.825, Synergy_Loewe=-0.0755, Synergy_HSA=0.0131. Drug 2: CC1C(C(CC(O1)OC2CC(OC(C2O)C)OC3=CC4=CC5=C(C(=O)C(C(C5)C(C(=O)C(C(C)O)O)OC)OC6CC(C(C(O6)C)O)OC7CC(C(C(O7)C)O)OC8CC(C(C(O8)C)O)(C)O)C(=C4C(=C3C)O)O)O)O. Drug 1: C1=C(C(=O)NC(=O)N1)F. Cell line: UO-31. (8) Drug 1: CC1=C(C(CCC1)(C)C)C=CC(=CC=CC(=CC(=O)O)C)C. Drug 2: CC12CCC3C(C1CCC2OP(=O)(O)O)CCC4=C3C=CC(=C4)OC(=O)N(CCCl)CCCl.[Na+]. Cell line: TK-10. Synergy scores: CSS=65.3, Synergy_ZIP=-1.22, Synergy_Bliss=-0.283, Synergy_Loewe=-0.157, Synergy_HSA=0.0412. (9) Drug 1: CC1=C(C(=CC=C1)Cl)NC(=O)C2=CN=C(S2)NC3=CC(=NC(=N3)C)N4CCN(CC4)CCO. Drug 2: CCC1=C2CN3C(=CC4=C(C3=O)COC(=O)C4(CC)O)C2=NC5=C1C=C(C=C5)O. Cell line: NCI-H460. Synergy scores: CSS=32.8, Synergy_ZIP=2.75, Synergy_Bliss=7.39, Synergy_Loewe=-43.5, Synergy_HSA=12.2.